This data is from Catalyst prediction with 721,799 reactions and 888 catalyst types from USPTO. The task is: Predict which catalyst facilitates the given reaction. (1) Reactant: [Br:1][C:2]1[CH:3]=[C:4]2[C:9](=[CH:10][CH:11]=1)[O:8][C:7]([CH3:16])([C:12]([F:15])([F:14])[F:13])[CH2:6][C@@H:5]2[NH2:17].[O:18]1[CH2:20][C@@H:19]1[C@@H:21]([NH:29][C:30](=[O:36])[O:31][C:32]([CH3:35])([CH3:34])[CH3:33])[CH2:22][C:23]1[CH:28]=[CH:27][CH:26]=[CH:25][CH:24]=1. Product: [Br:1][C:2]1[CH:3]=[C:4]2[C:9](=[CH:10][CH:11]=1)[O:8][C:7]([CH3:16])([C:12]([F:14])([F:13])[F:15])[CH2:6][C@@H:5]2[NH:17][CH2:20][C@@H:19]([OH:18])[C@@H:21]([NH:29][C:30](=[O:36])[O:31][C:32]([CH3:34])([CH3:33])[CH3:35])[CH2:22][C:23]1[CH:28]=[CH:27][CH:26]=[CH:25][CH:24]=1.[C:7]([OH:18])([C:12]([F:15])([F:14])[F:13])=[O:8]. The catalyst class is: 8. (2) Reactant: [OH:1][CH2:2][C@@:3]1([NH:22][C:23](=[O:29])[O:24][C:25]([CH3:28])([CH3:27])[CH3:26])[CH2:7][CH2:6][C@H:5]([C:8]2[CH:13]=[CH:12][C:11]([CH2:14][CH2:15][CH2:16][CH2:17][CH2:18][CH2:19][CH2:20][CH3:21])=[CH:10][CH:9]=2)[CH2:4]1.CC(OI1(OC(C)=O)(OC(C)=O)OC(=O)C2C=CC=CC1=2)=O.O. Product: [CH:2]([C@@:3]1([NH:22][C:23](=[O:29])[O:24][C:25]([CH3:28])([CH3:27])[CH3:26])[CH2:7][CH2:6][C@H:5]([C:8]2[CH:13]=[CH:12][C:11]([CH2:14][CH2:15][CH2:16][CH2:17][CH2:18][CH2:19][CH2:20][CH3:21])=[CH:10][CH:9]=2)[CH2:4]1)=[O:1]. The catalyst class is: 4. (3) Reactant: [CH3:1][O:2][C:3]1[CH:8]=[CH:7][C:6]([C:9]2([C:12]([OH:14])=[O:13])[CH2:11][CH2:10]2)=[CH:5][CH:4]=1.O.[C:16]1(C)C=CC(S(O)(=O)=O)=CC=1. Product: [CH3:16][O:13][C:12]([C:9]1([C:6]2[CH:5]=[CH:4][C:3]([O:2][CH3:1])=[CH:8][CH:7]=2)[CH2:10][CH2:11]1)=[O:14]. The catalyst class is: 5. (4) Reactant: C[O:2][C:3](=O)[C:4]1[CH:9]=[CH:8][C:7]([C:10]2[CH:15]=[CH:14][C:13]([O:16][C:17]([F:20])([F:19])[F:18])=[CH:12][CH:11]=2)=[N:6][C:5]=1[CH3:21].CC(C[AlH]CC(C)C)C. Product: [CH3:21][C:5]1[C:4]([CH2:3][OH:2])=[CH:9][CH:8]=[C:7]([C:10]2[CH:15]=[CH:14][C:13]([O:16][C:17]([F:19])([F:18])[F:20])=[CH:12][CH:11]=2)[N:6]=1. The catalyst class is: 1. (5) Reactant: [CH3:1][C:2]1([CH3:38])[O:7][CH2:6][C:5]([CH2:19][O:20][Si:21]([C:34]([CH3:37])([CH3:36])[CH3:35])([C:28]2[CH:33]=[CH:32][CH:31]=[CH:30][CH:29]=2)[C:22]2[CH:27]=[CH:26][CH:25]=[CH:24][CH:23]=2)([CH2:8][N:9]2[CH:17]=[N:16][C:15]3[C:10]2=[N:11][CH:12]=[N:13][C:14]=3[NH2:18])[CH2:4][O:3]1.[C:39](Cl)(=[O:46])[C:40]1[CH:45]=[CH:44][CH:43]=[CH:42][CH:41]=1.CO.C1(C)C=CC=CC=1. Product: [CH3:1][C:2]1([CH3:38])[O:7][CH2:6][C:5]([CH2:19][O:20][Si:21]([C:34]([CH3:37])([CH3:36])[CH3:35])([C:22]2[CH:23]=[CH:24][CH:25]=[CH:26][CH:27]=2)[C:28]2[CH:33]=[CH:32][CH:31]=[CH:30][CH:29]=2)([CH2:8][N:9]2[CH:17]=[N:16][C:15]3[C:10]2=[N:11][CH:12]=[N:13][C:14]=3[NH:18][C:39](=[O:46])[C:40]2[CH:45]=[CH:44][CH:43]=[CH:42][CH:41]=2)[CH2:4][O:3]1. The catalyst class is: 17. (6) Reactant: Cl[C:2]1[N:7]=[C:6]([C:8]2[CH:9]=[N:10][N:11]([CH:13]([CH:17]3[CH2:21][CH2:20][CH2:19][CH2:18]3)[CH2:14][C:15]#[N:16])[CH:12]=2)[CH:5]=[CH:4][N:3]=1.[NH2:22][C:23]1[CH:31]=[CH:30][C:26]([C:27]([OH:29])=[O:28])=[CH:25][CH:24]=1.C1(C)C=CC(S(O)(=O)=O)=CC=1. Product: [C:15]([CH2:14][CH:13]([N:11]1[CH:12]=[C:8]([C:6]2[CH:5]=[CH:4][N:3]=[C:2]([NH:22][C:23]3[CH:31]=[CH:30][C:26]([C:27]([OH:29])=[O:28])=[CH:25][CH:24]=3)[N:7]=2)[CH:9]=[N:10]1)[CH:17]1[CH2:21][CH2:20][CH2:19][CH2:18]1)#[N:16]. The catalyst class is: 12. (7) Product: [S:23]1[CH:24]=[CH:25][C:26]2[C:19]3[NH:18][N:17]=[C:16]([C:13]4[CH:12]=[CH:11][C:10]([NH:9][C:6]5[CH:7]=[CH:8][C:3]([O:2][CH3:1])=[CH:4][CH:5]=5)=[CH:15][CH:14]=4)[C:20]=3[CH2:21][C:22]1=2. The catalyst class is: 5. Reactant: [CH3:1][O:2][C:3]1[CH:8]=[CH:7][C:6]([NH:9][C:10]2[CH:15]=[CH:14][C:13]([C:16]3[C:20]4[CH2:21][C:22]5[S:23][CH:24]=[CH:25][C:26]=5[C:19]=4[N:18](COCC[Si](C)(C)C)[N:17]=3)=[CH:12][CH:11]=2)=[CH:5][CH:4]=1.Cl. (8) Reactant: [CH3:1][C:2]1[NH:10][C:5]2=[N:6][CH:7]=[CH:8][CH:9]=[C:4]2[C:3]=1[C:11]([O:13][C:14]([CH3:17])([CH3:16])[CH3:15])=[O:12].C([O-])([O-])=O.[Cs+].[Cs+].[I-].[K+].Cl[CH:27]([CH3:31])[C:28](=[O:30])[CH3:29]. Product: [CH3:1][C:2]1[N:10]([CH:27]([C:28](=[O:30])[CH3:29])[CH3:31])[C:5]2=[N:6][CH:7]=[CH:8][CH:9]=[C:4]2[C:3]=1[C:11]([O:13][C:14]([CH3:17])([CH3:16])[CH3:15])=[O:12]. The catalyst class is: 23. (9) Reactant: [C:1]([C:3]1[N:4]=[CH:5][C:6]([NH:9][C:10]2[CH:15]=[C:14]([NH:16][CH2:17][C@H:18]3[O:23][CH2:22][CH2:21][N:20](C(OC(C)(C)C)=O)[CH2:19]3)[C:13]([C:31]([F:34])([F:33])[F:32])=[CH:12][N:11]=2)=[N:7][CH:8]=1)#[N:2].FC(F)(F)C(O)=O.C([SiH](C(C)C)C(C)C)(C)C. Product: [NH:20]1[CH2:21][CH2:22][O:23][C@H:18]([CH2:17][NH:16][C:14]2[C:13]([C:31]([F:32])([F:34])[F:33])=[CH:12][N:11]=[C:10]([NH:9][C:6]3[N:7]=[CH:8][C:3]([C:1]#[N:2])=[N:4][CH:5]=3)[CH:15]=2)[CH2:19]1. The catalyst class is: 4.